From a dataset of Catalyst prediction with 721,799 reactions and 888 catalyst types from USPTO. Predict which catalyst facilitates the given reaction. (1) Reactant: [Cl-:1].[Ce+3].[Cl-].[Cl-].[I-].[Na+].Br[CH2:8][C:9]([C:11]1[CH:16]=[CH:15][C:14]([N:17]2[CH2:22][CH2:21][O:20][CH2:19][CH2:18]2)=[CH:13][CH:12]=1)=[O:10].[CH2:23]([N:30]1[CH2:35][CH2:34][C:33](=[O:36])[CH2:32][CH2:31]1)[C:24]1[CH:29]=[CH:28][CH:27]=[CH:26][CH:25]=1. Product: [ClH:1].[CH2:23]([N:30]1[CH2:35][CH2:34][C:33]([CH2:8][C:9](=[O:10])[C:11]2[CH:16]=[CH:15][C:14]([N:17]3[CH2:22][CH2:21][O:20][CH2:19][CH2:18]3)=[CH:13][CH:12]=2)([OH:36])[CH2:32][CH2:31]1)[C:24]1[CH:25]=[CH:26][CH:27]=[CH:28][CH:29]=1. The catalyst class is: 7. (2) Reactant: Cl[C:2]1[S:3][C:4]([N:8]([CH3:15])[C:9](=[O:14])[CH2:10][CH2:11][S:12][CH3:13])=[C:5]([Cl:7])[N:6]=1.[F:16][C:17]1[N:22]=[CH:21][C:20](B(O)O)=[CH:19][CH:18]=1.C([O-])([O-])=O.[K+].[K+]. Product: [Cl:7][C:5]1[N:6]=[C:2]([C:20]2[CH:21]=[N:22][C:17]([F:16])=[CH:18][CH:19]=2)[S:3][C:4]=1[N:8]([CH3:15])[C:9](=[O:14])[CH2:10][CH2:11][S:12][CH3:13]. The catalyst class is: 109. (3) Product: [Cl:2][C:3]1[CH:4]=[C:5]([C@@H:9]2[CH2:10][N:11]([CH2:26][C@H:24]([OH:25])[C:23]([F:28])([F:27])[F:22])[CH2:12][CH2:13][O:14]2)[CH:6]=[CH:7][CH:8]=1. Reactant: Cl.[Cl:2][C:3]1[CH:4]=[C:5]([C@H:9]2[O:14][CH2:13][CH2:12][NH:11][CH2:10]2)[CH:6]=[CH:7][CH:8]=1.C(N(CC)CC)C.[F:22][C:23]([F:28])([F:27])[C@@H:24]1[CH2:26][O:25]1. The catalyst class is: 10. (4) Reactant: Br[C:2]1[CH:3]=[C:4]([N:22]([CH:24]([CH2:26][CH3:27])[CH3:25])[CH3:23])[C:5]([CH3:21])=[C:6]([CH:20]=1)[C:7]([NH:9][CH2:10][C:11]1[C:12](=[O:19])[NH:13][C:14]([CH3:18])=[CH:15][C:16]=1[CH3:17])=[O:8].[CH3:28][O:29][C:30]1[S:31][C:32]([Sn](CCCC)(CCCC)CCCC)=[CH:33][N:34]=1. Product: [CH:24]([N:22]([CH3:23])[C:4]1[C:5]([CH3:21])=[C:6]([CH:20]=[C:2]([C:32]2[S:31][C:30]([O:29][CH3:28])=[N:34][CH:33]=2)[CH:3]=1)[C:7]([NH:9][CH2:10][C:11]1[C:12](=[O:19])[NH:13][C:14]([CH3:18])=[CH:15][C:16]=1[CH3:17])=[O:8])([CH2:26][CH3:27])[CH3:25]. The catalyst class is: 109. (5) Reactant: [CH2:1]([O:3][C:4](=[O:26])[C:5]1[CH:10]=[C:9]([C:11](=[O:24])[NH:12][C:13]2[CH:18]=[CH:17][C:16]([O:19][C:20]([F:23])([F:22])[F:21])=[CH:15][CH:14]=2)[CH:8]=[N:7][C:6]=1Cl)[CH3:2].[NH:27]1[CH2:31][CH2:30][C@@H:29]([OH:32])[CH2:28]1.CCN(C(C)C)C(C)C. Product: [CH2:1]([O:3][C:4](=[O:26])[C:5]1[CH:10]=[C:9]([C:11](=[O:24])[NH:12][C:13]2[CH:18]=[CH:17][C:16]([O:19][C:20]([F:23])([F:22])[F:21])=[CH:15][CH:14]=2)[CH:8]=[N:7][C:6]=1[N:27]1[CH2:31][CH2:30][C@@H:29]([OH:32])[CH2:28]1)[CH3:2]. The catalyst class is: 41. (6) Reactant: [N+:1]([C:4]1[CH:5]=[C:6]([C:13]([N:15]2[CH2:20][CH2:19][N:18]([CH2:21][CH3:22])[CH2:17][CH2:16]2)=[O:14])[CH:7]=[CH:8][C:9]=1[N+:10]([O-])=O)([O-])=O. Product: [NH2:1][C:4]1[CH:5]=[C:6]([C:13]([N:15]2[CH2:20][CH2:19][N:18]([CH2:21][CH3:22])[CH2:17][CH2:16]2)=[O:14])[CH:7]=[CH:8][C:9]=1[NH2:10]. The catalyst class is: 696. (7) Reactant: [CH3:1][CH:2]1[CH2:7][CH2:6][CH:5]([O:8][C:9]2[C:18]([C:19]([F:22])([F:21])[F:20])=[C:17]3[C:12]([CH:13]=[CH:14][C:15]([CH:23](OS(C)(=O)=O)[CH3:24])=[CH:16]3)=[CH:11][CH:10]=2)[CH2:4][CH2:3]1.CN(C)C=O.Cl.[CH:36]12[NH:44][CH:40]([CH2:41][CH2:42][CH2:43]1)[CH2:39][CH2:38][CH2:37]2.C(=O)([O-])[O-].[Cs+].[Cs+]. Product: [F:20][C:19]([F:21])([F:22])[C:18]1[C:9]([O:8][C@H:5]2[CH2:4][CH2:3][C@@H:2]([CH3:1])[CH2:7][CH2:6]2)=[CH:10][CH:11]=[C:12]2[C:17]=1[CH:16]=[C:15]([CH:23]([N:44]1[CH:36]3[CH2:43][CH2:42][CH2:41][CH:40]1[CH2:39][CH2:38][CH2:37]3)[CH3:24])[CH:14]=[CH:13]2. The catalyst class is: 25. (8) Reactant: [BH4-].[Na+].[Cl:3][C:4]1[CH:16]=[C:15]([F:17])[CH:14]=[CH:13][C:5]=1[C:6]([CH:8]1[CH2:10][CH:9]1[C:11]#[N:12])=[O:7].ClCCl. Product: [Cl:3][C:4]1[CH:16]=[C:15]([F:17])[CH:14]=[CH:13][C:5]=1[CH:6]([OH:7])[CH:8]1[CH2:10][CH:9]1[C:11]#[N:12]. The catalyst class is: 162.